This data is from Full USPTO retrosynthesis dataset with 1.9M reactions from patents (1976-2016). The task is: Predict the reactants needed to synthesize the given product. (1) Given the product [CH3:35][C:15]1[N:14]([CH2:13][C:11]2[N:12]=[C:8]([C:4]3[CH:5]=[CH:6][CH:7]=[CH:2][CH:3]=3)[O:9][C:10]=2[CH3:36])[C:22]2[C:17]([C:16]=1[CH3:33])=[CH:18][C:19]([C:23]([OH:32])([C:28]([F:29])([F:30])[F:31])[C:24]([F:27])([F:26])[F:25])=[CH:20][CH:21]=2, predict the reactants needed to synthesize it. The reactants are: Cl[C:2]1[CH:3]=[C:4]([C:8]2[O:9][C:10]([CH3:36])=[C:11]([CH2:13][N:14]3[C:22]4[C:17](=[CH:18][C:19]([C:23]([OH:32])([C:28]([F:31])([F:30])[F:29])[C:24]([F:27])([F:26])[F:25])=[CH:20][CH:21]=4)[C:16]([CH2:33]O)=[C:15]3[CH3:35])[N:12]=2)[CH:5]=[CH:6][CH:7]=1. (2) Given the product [CH3:30][CH2:27][O:26][C:24]([CH3:40])=[O:25].[CH3:4][CH2:5][CH2:63][CH:60]([CH3:61])[CH3:62].[Br:1][C:2]1[S:3][C:4]([NH:32][C:33]([O:35][C:36]([CH3:39])([CH3:38])[CH3:37])=[O:34])=[C:5]([C:7]([NH:64][C:46]2[CH:45]=[N:44][N:43]([CH:40]3[CH2:42][CH2:41]3)[C:47]=2[N:48]2[CH2:54][C:53]([F:56])([F:55])[CH2:52][N:51]([C:57]([O:59][C:60]([CH3:63])([CH3:62])[CH3:61])=[O:58])[CH2:50][CH2:49]2)=[O:8])[N:6]=1, predict the reactants needed to synthesize it. The reactants are: [Br:1][C:2]1[S:3][C:4]([NH:32][C:33]([O:35][C:36]([CH3:39])([CH3:38])[CH3:37])=[O:34])=[C:5]([C:7](NC2C=NN(C)C=2N2CC(F)(F)CN([C:24]([O:26][C:27]([CH3:30])(C)C)=[O:25])CC2)=[O:8])[N:6]=1.[CH:40]1([N:43]2[C:47]([N:48]3[CH2:54][C:53]([F:56])([F:55])[CH2:52][N:51]([C:57]([O:59][C:60]([CH3:63])([CH3:62])[CH3:61])=[O:58])[CH2:50][CH2:49]3)=[C:46]([N+:64]([O-])=O)[CH:45]=[N:44]2)[CH2:42][CH2:41]1. (3) Given the product [Br:1][C:24]1([Br:2])[C:25]2[C:30](=[N:29][CH:28]=[CH:27][CH:26]=2)[NH:22][C:23]1=[O:35], predict the reactants needed to synthesize it. The reactants are: [Br-:1].[Br-:2].[Br-].[NH+]1C=CC=CC=1.[NH+]1C=CC=CC=1.[NH+]1C=CC=CC=1.[NH:22]1[C:30]2[C:25](=[CH:26][CH:27]=[CH:28][N:29]=2)[CH:24]=[CH:23]1.CC([OH:35])(C)C. (4) Given the product [NH2:1][C:2]1[N:7]=[C:6]([N:8]2[CH:17]([CH3:18])[CH2:16][C:15]3[C:10](=[CH:11][C:12]([C:19]4[CH:24]=[CH:23][N:22]=[C:21]([C:25]([N:39]([CH2:38][CH2:37][N:36]([CH3:41])[CH3:35])[CH3:40])=[O:26])[CH:20]=4)=[CH:13][CH:14]=3)[CH2:9]2)[CH:5]=[C:4]([N:28]2[CH2:29][CH2:30][N:31]([CH3:34])[CH2:32][CH2:33]2)[N:3]=1, predict the reactants needed to synthesize it. The reactants are: [NH2:1][C:2]1[N:7]=[C:6]([N:8]2[CH:17]([CH3:18])[CH2:16][C:15]3[C:10](=[CH:11][C:12]([C:19]4[CH:24]=[CH:23][N:22]=[C:21]([C:25](O)=[O:26])[CH:20]=4)=[CH:13][CH:14]=3)[CH2:9]2)[CH:5]=[C:4]([N:28]2[CH2:33][CH2:32][N:31]([CH3:34])[CH2:30][CH2:29]2)[N:3]=1.[CH3:35][N:36]([CH3:41])[CH2:37][CH2:38][NH:39][CH3:40]. (5) Given the product [NH2:41][C:42]1([C:46]2[CH:47]=[CH:48][C:49]([C:52]3[C:53]([C:69]4[CH:70]=[CH:71][CH:72]=[CH:73][CH:74]=4)=[CH:54][C:55]4[N:60]([CH2:61][C:62]([CH2:9][OH:10])([CH3:66])[CH2:63][OH:64])[C:59](=[O:67])[CH2:58][O:57][C:56]=4[N:68]=3)=[CH:50][CH:51]=2)[CH2:45][CH2:44][CH2:43]1, predict the reactants needed to synthesize it. The reactants are: N1C=CN=C1CN1C(=O)C[O:10][C:9]2N=C(C3C=CC(C4(N)CCC4)=CC=3)C(C3C=CC=CC=3)=CC1=2.C(OC(=O)[NH:41][C:42]1([C:46]2[CH:51]=[CH:50][C:49]([C:52]3[C:53]([C:69]4[CH:74]=[CH:73][CH:72]=[CH:71][CH:70]=4)=[CH:54][C:55]4[N:60]([CH2:61][C:62]5([CH3:66])C[O:64][CH2:63]5)[C:59](=[O:67])[CH2:58][O:57][C:56]=4[N:68]=3)=[CH:48][CH:47]=2)[CH2:45][CH2:44][CH2:43]1)(C)(C)C. (6) Given the product [N:12]1([C:8](=[O:10])[CH2:7][C:2]2[CH:36]=[N:34][C:33]([Cl:11])=[CH:32][CH:31]=2)[CH2:15][CH2:14][CH2:13]1, predict the reactants needed to synthesize it. The reactants are: N1C=CC=C[C:2]=1[CH2:7][C:8]([OH:10])=O.[ClH:11].[NH:12]1[CH2:15][CH2:14][CH2:13]1.C1C=CC2N(O)N=NC=2C=1.CCN=C=N[CH2:31][CH2:32][CH2:33][N:34]([CH3:36])C.Cl. (7) Given the product [C:32]([O:40][CH2:41][N:42]1[C:46]2[CH:47]=[CH:48][CH:49]=[CH:50][C:45]=2[N:44]([CH2:51][CH2:52][CH2:53][N:9]2[CH2:10][CH2:11][C:6]3([N:5]([C:12]4[CH:13]=[CH:14][CH:15]=[CH:16][CH:17]=4)[CH2:4][N:3]([CH2:18][C:19]4[CH:20]=[C:21]([CH:29]=[CH:30][CH:31]=4)[C:22]([O:24][C:25]([CH3:28])([CH3:26])[CH3:27])=[O:23])[C:2]3=[O:1])[CH2:7][CH2:8]2)[C:43]1=[O:55])(=[O:39])[CH2:33][CH2:34][CH2:35][CH2:36][CH2:37][CH3:38], predict the reactants needed to synthesize it. The reactants are: [O:1]=[C:2]1[C:6]2([CH2:11][CH2:10][NH:9][CH2:8][CH2:7]2)[N:5]([C:12]2[CH:17]=[CH:16][CH:15]=[CH:14][CH:13]=2)[CH2:4][N:3]1[CH2:18][C:19]1[CH:20]=[C:21]([CH:29]=[CH:30][CH:31]=1)[C:22]([O:24][C:25]([CH3:28])([CH3:27])[CH3:26])=[O:23].[C:32]([O:40][CH2:41][N:42]1[C:46]2[CH:47]=[CH:48][CH:49]=[CH:50][C:45]=2[N:44]([CH2:51][CH2:52][CH2:53]Cl)[C:43]1=[O:55])(=[O:39])[CH2:33][CH2:34][CH2:35][CH2:36][CH2:37][CH3:38].[I-].[Na+].C(=O)([O-])[O-].[K+].[K+]. (8) The reactants are: [CH3:1][N:2]([CH3:16])[C:3]([N:5]1[CH2:9][CH:8]2[CH2:10][C:11](C#N)([CH3:13])[CH2:12][CH:7]2[CH2:6]1)=[O:4].[C:17](=[O:20])([O-])[O-:18].[K+].[K+]. Given the product [CH3:1][N:2]([CH3:16])[C:3]([N:5]1[CH2:9][CH:8]2[CH2:10][C:11]([CH3:13])([C:17]([OH:18])=[O:20])[CH2:12][CH:7]2[CH2:6]1)=[O:4], predict the reactants needed to synthesize it. (9) Given the product [F:1][C:2]1[CH:7]=[C:6]([F:8])[CH:5]=[CH:4][C:3]=1[N:9]1[C:13]([C:14]2[S:23][C:22]3[C:21]4[N:24]=[C:25]([NH:28][CH2:29][CH:30]([OH:31])[CH2:34][OH:33])[CH:26]=[CH:27][C:20]=4[O:19][CH2:18][CH2:17][C:16]=3[CH:15]=2)=[N:12][CH:11]=[N:10]1, predict the reactants needed to synthesize it. The reactants are: [F:1][C:2]1[CH:7]=[C:6]([F:8])[CH:5]=[CH:4][C:3]=1[N:9]1[C:13]([C:14]2[S:23][C:22]3[C:21]4[N:24]=[C:25]([NH:28][CH2:29][CH:30]5[CH2:34][O:33]C(C)(C)[O:31]5)[CH:26]=[CH:27][C:20]=4[O:19][CH2:18][CH2:17][C:16]=3[CH:15]=2)=[N:12][CH:11]=[N:10]1. (10) Given the product [Cl:1][C:2]1[CH:23]=[C:22]([Cl:24])[C:21]([O:25][CH3:26])=[CH:20][C:3]=1[NH:4][C:5]1[C:14]2[C:9](=[CH:10][C:11]([C:32]3[CH:36]=[C:35]([CH:37]([O:41][CH2:42][CH3:43])[O:38][CH2:39][CH3:40])[O:34][CH:33]=3)=[C:12]([O:15][CH3:16])[CH:13]=2)[N:8]=[CH:7][C:6]=1[C:18]#[N:19], predict the reactants needed to synthesize it. The reactants are: [Cl:1][C:2]1[CH:23]=[C:22]([Cl:24])[C:21]([O:25][CH3:26])=[CH:20][C:3]=1[NH:4][C:5]1[C:14]2[C:9](=[CH:10][C:11](I)=[C:12]([O:15][CH3:16])[CH:13]=2)[N:8]=[CH:7][C:6]=1[C:18]#[N:19].C([Sn](CCCC)(CCCC)[C:32]1[CH:36]=[C:35]([CH:37]([O:41][CH2:42][CH3:43])[O:38][CH2:39][CH3:40])[O:34][CH:33]=1)CCC.BrC1C=C(C(OCC)OCC)OC=1.C([Sn](Cl)(CCCC)CCCC)CCC.[Li]CCCC.